The task is: Predict the reactants needed to synthesize the given product.. This data is from Full USPTO retrosynthesis dataset with 1.9M reactions from patents (1976-2016). (1) Given the product [Cl:1][C:2]1[CH:10]=[CH:9][C:8]2[NH:7][C:6]3[C:11]([C:16]([O:18][CH2:19][CH3:20])=[O:17])=[CH:12][N:13]([C:25](=[O:26])[C:24]4[CH:28]=[CH:29][CH:30]=[C:22]([F:21])[CH:23]=4)[CH2:14][CH2:15][C:5]=3[C:4]=2[CH:3]=1, predict the reactants needed to synthesize it. The reactants are: [Cl:1][C:2]1[CH:10]=[CH:9][C:8]2[NH:7][C:6]3[C:11]([C:16]([O:18][CH2:19][CH3:20])=[O:17])=[CH:12][NH:13][CH2:14][CH2:15][C:5]=3[C:4]=2[CH:3]=1.[F:21][C:22]1[CH:23]=[C:24]([CH:28]=[CH:29][CH:30]=1)[C:25](Cl)=[O:26]. (2) The reactants are: Br[C:2]1[CH:14]=[CH:13][C:5]([C:6]([O:8][C:9]([CH3:12])([CH3:11])[CH3:10])=[O:7])=[CH:4][CH:3]=1.CC1(C)C(C)(C)OB(/[CH:23]=[CH:24]/[C:25]2[CH:30]=[CH:29][CH:28]=[CH:27][CH:26]=2)O1.C(=O)([O-])[O-].[Na+].[Na+]. Given the product [C:25]1([C:24]([C:2]2[CH:14]=[CH:13][C:5]([C:6]([O:8][C:9]([CH3:12])([CH3:11])[CH3:10])=[O:7])=[CH:4][CH:3]=2)=[CH2:23])[CH:30]=[CH:29][CH:28]=[CH:27][CH:26]=1, predict the reactants needed to synthesize it. (3) Given the product [CH3:13][O:12][C:8]1[CH:7]=[C:5]([NH:6][C:16]2[NH:21][C:20](=[O:22])[CH:19]=[CH:18][N:17]=2)[CH:4]=[C:3]([O:2][CH3:1])[C:9]=1[O:10][CH3:11], predict the reactants needed to synthesize it. The reactants are: [CH3:1][O:2][C:3]1[CH:4]=[C:5]([CH:7]=[C:8]([O:12][CH3:13])[C:9]=1[O:10][CH3:11])[NH2:6].CS[C:16]1[NH:21][C:20](=[O:22])[CH:19]=[CH:18][N:17]=1.C(OCC)C.